Predict the reactants needed to synthesize the given product. From a dataset of Full USPTO retrosynthesis dataset with 1.9M reactions from patents (1976-2016). (1) Given the product [Br:20][C:21]1[CH:22]=[C:23]([C:27]2[C:28](=[O:41])[N:29]([CH3:40])[C:30]([N:7]3[CH2:8][CH2:9][CH2:10][CH:6]3[CH2:5][NH:4][CH:1]([CH3:3])[CH3:2])=[N:31][C:32]=2[C:33]2[CH:38]=[CH:37][N:36]=[CH:35][CH:34]=2)[CH:24]=[CH:25][CH:26]=1, predict the reactants needed to synthesize it. The reactants are: [CH:1]([NH:4][CH2:5][C@H:6]1[CH2:10][CH2:9][CH2:8][NH:7]1)([CH3:3])[CH3:2].C(N(C(C)C)CC)(C)C.[Br:20][C:21]1[CH:22]=[C:23]([C:27]2[C:28](=[O:41])[N:29]([CH3:40])[C:30](Cl)=[N:31][C:32]=2[C:33]2[CH:38]=[CH:37][N:36]=[CH:35][CH:34]=2)[CH:24]=[CH:25][CH:26]=1. (2) Given the product [NH2:1][C@@H:2]([C:7]([NH:9][C@H:10]([C:15]([NH:68][C@H:69]([C:94]([N:96]1[CH2:105][CH2:104][CH2:103][C@H:97]1[C:98]([NH:100][CH2:101][CH3:102])=[O:99])=[O:95])[CH2:70][CH2:71][CH2:72][NH:73][C:74](=[NH:93])[NH:75][S:76]([C:79]1[C:91]([CH3:92])=[C:90]2[C:84]([O:85][C:86]([CH2:89]2)([CH3:87])[CH3:88])=[C:82]([CH3:83])[C:80]=1[CH3:81])(=[O:78])=[O:77])=[O:16])[CH2:11][CH:12]([CH3:14])[CH3:13])=[O:8])[CH2:3][CH:4]([CH3:6])[CH3:5], predict the reactants needed to synthesize it. The reactants are: [NH:1](C(OCC1C2C(=CC=CC=2)C2C1=CC=CC=2)=O)[C@@H:2]([C:7]([NH:9][C@H:10]([C:15](O)=[O:16])[CH2:11][CH:12]([CH3:14])[CH3:13])=[O:8])[CH2:3][CH:4]([CH3:6])[CH3:5].CCN(C(C)C)C(C)C.CN(C(ON1N=NC2C=CC=CC1=2)=[N+](C)C)C.F[P-](F)(F)(F)(F)F.[NH2:68][C@H:69]([C:94]([N:96]1[CH2:105][CH2:104][CH2:103][C@H:97]1[C:98]([NH:100][CH2:101][CH3:102])=[O:99])=[O:95])[CH2:70][CH2:71][CH2:72][NH:73][C:74](=[NH:93])[NH:75][S:76]([C:79]1[C:91]([CH3:92])=[C:90]2[C:84]([O:85][C:86]([CH2:89]2)([CH3:88])[CH3:87])=[C:82]([CH3:83])[C:80]=1[CH3:81])(=[O:78])=[O:77]. (3) Given the product [CH2:1]([NH:8][C:9]([C:11]1[C:12]([O:19][CH2:20][C:21]2[CH:26]=[CH:25][C:24]([O:27][CH3:28])=[C:23]([Cl:29])[CH:22]=2)=[N:13][C:14]([S:17]([CH3:18])=[O:38])=[N:15][CH:16]=1)=[O:10])[C:2]1[CH:7]=[CH:6][CH:5]=[CH:4][CH:3]=1, predict the reactants needed to synthesize it. The reactants are: [CH2:1]([NH:8][C:9]([C:11]1[C:12]([O:19][CH2:20][C:21]2[CH:26]=[CH:25][C:24]([O:27][CH3:28])=[C:23]([Cl:29])[CH:22]=2)=[N:13][C:14]([S:17][CH3:18])=[N:15][CH:16]=1)=[O:10])[C:2]1[CH:7]=[CH:6][CH:5]=[CH:4][CH:3]=1.C1C=C(Cl)C=C(C(OO)=[O:38])C=1. (4) Given the product [F:52][C:53]1[CH:54]=[C:55]2[C:59](=[CH:60][CH:61]=1)[N:58]([NH:62][C:15]([C:11]1[C:12]([CH3:14])=[N:13][C:8]([C:4]3[CH:5]=[CH:6][CH:7]=[C:2]([F:1])[CH:3]=3)=[N:9][CH:10]=1)=[O:17])[C:57]([CH3:63])=[CH:56]2, predict the reactants needed to synthesize it. The reactants are: [F:1][C:2]1[CH:3]=[C:4]([C:8]2[N:13]=[C:12]([CH3:14])[C:11]([C:15]([OH:17])=O)=[CH:10][N:9]=2)[CH:5]=[CH:6][CH:7]=1.C1C=NC2N(O)N=NC=2C=1.CN(C(ON1N=NC2C=CC=NC1=2)=[N+](C)C)C.F[P-](F)(F)(F)(F)F.[F:52][C:53]1[CH:54]=[C:55]2[C:59](=[CH:60][CH:61]=1)[N:58]([NH2:62])[C:57]([CH3:63])=[CH:56]2.CCN(C(C)C)C(C)C.